Dataset: Forward reaction prediction with 1.9M reactions from USPTO patents (1976-2016). Task: Predict the product of the given reaction. Given the reactants [F:1][C:2]([F:11])([F:10])[C:3]1[CH:4]=[CH:5][C:6]([NH2:9])=[N:7][CH:8]=1.[Br:12]N1C(=O)CCC1=O.S([O-])([O-])(=O)=S.[Na+].[Na+].C(=O)([O-])O.[Na+], predict the reaction product. The product is: [Br:12][C:5]1[C:6]([NH2:9])=[N:7][CH:8]=[C:3]([C:2]([F:1])([F:10])[F:11])[CH:4]=1.